This data is from Full USPTO retrosynthesis dataset with 1.9M reactions from patents (1976-2016). The task is: Predict the reactants needed to synthesize the given product. (1) Given the product [S:13]1[C:17]2[CH:18]=[CH:19][CH:20]=[CH:21][C:16]=2[N:15]=[C:14]1[C:22]([C:24]1[CH:29]=[CH:28][C:27]([OH:30])=[CH:26][CH:25]=1)=[O:23], predict the reactants needed to synthesize it. The reactants are: B(F)(F)F.CCOCC.CSC.[S:13]1[C:17]2[CH:18]=[CH:19][CH:20]=[CH:21][C:16]=2[N:15]=[C:14]1[C:22]([C:24]1[CH:29]=[CH:28][C:27]([O:30]CC2C=CC=CC=2)=[CH:26][CH:25]=1)=[O:23]. (2) Given the product [C:31]([O:35][C:36]([N:38]1[CH2:43][CH2:42][N:41]([C:2]2[C:7]3[CH:8]=[C:9]([S:11]([CH2:19][C:18]4[CH:21]=[C:22]([C:25]([F:28])([F:27])[F:26])[CH:23]=[CH:24][C:17]=4[C:16]([F:30])([F:29])[F:15])(=[O:13])=[O:12])[S:10][C:6]=3[CH:5]=[CH:4][N:3]=2)[CH2:40][CH2:39]1)=[O:37])([CH3:34])([CH3:32])[CH3:33], predict the reactants needed to synthesize it. The reactants are: Cl[C:2]1[C:7]2[CH:8]=[C:9]([S:11]([O-:13])=[O:12])[S:10][C:6]=2[CH:5]=[CH:4][N:3]=1.[Li+].[F:15][C:16]([F:30])([F:29])[C:17]1[CH:24]=[CH:23][C:22]([C:25]([F:28])([F:27])[F:26])=[CH:21][C:18]=1[CH2:19]Br.[C:31]([O:35][C:36]([N:38]1[CH2:43][CH2:42][NH:41][CH2:40][CH2:39]1)=[O:37])([CH3:34])([CH3:33])[CH3:32]. (3) Given the product [CH:15]1([C:18]2[N:23]=[CH:22][C:21]([C:24]3[N:29]=[CH:28][N:27]=[C:26]([CH2:30][N:33]4[C:34](=[O:41])[C:35]5[C:40](=[CH:39][CH:38]=[CH:37][CH:36]=5)[C:32]4=[O:42])[CH:25]=3)=[CH:20][CH:19]=2)[CH2:16][CH2:17]1, predict the reactants needed to synthesize it. The reactants are: CC(OC(/N=N/C(OC(C)C)=O)=O)C.[CH:15]1([C:18]2[N:23]=[CH:22][C:21]([C:24]3[N:29]=[CH:28][N:27]=[C:26]([CH2:30]O)[CH:25]=3)=[CH:20][CH:19]=2)[CH2:17][CH2:16]1.[C:32]1(=[O:42])[C:40]2[C:35](=[CH:36][CH:37]=[CH:38][CH:39]=2)[C:34](=[O:41])[NH:33]1.C1C=CC(P(C2C=CC=CC=2)C2C=CC=CC=2)=CC=1. (4) Given the product [C:1]1([CH2:7][CH2:8][CH2:9][O:10][CH2:15][CH2:14][C:13]([OH:17])=[O:16])[CH:6]=[CH:5][CH:4]=[CH:3][CH:2]=1, predict the reactants needed to synthesize it. The reactants are: [C:1]1([CH2:7][CH2:8][CH2:9][OH:10])[CH:6]=[CH:5][CH:4]=[CH:3][CH:2]=1.[H-].[Na+].[C:13]([O:17]C)(=[O:16])[CH:14]=[CH2:15]. (5) Given the product [C:1]([O:5][C:6]([N:8]1[CH2:13][CH2:12][N:11]([CH2:15][CH2:16][NH:17][C:18]([NH:20][C:21]2[C:30]3[C:25](=[CH:26][CH:27]=[CH:28][CH:29]=3)[N:24]=[C:23]([CH3:31])[CH:22]=2)=[O:19])[CH2:10][CH2:9]1)=[O:7])([CH3:4])([CH3:2])[CH3:3], predict the reactants needed to synthesize it. The reactants are: [C:1]([O:5][C:6]([N:8]1[CH2:13][CH2:12][NH:11][CH2:10][CH2:9]1)=[O:7])([CH3:4])([CH3:3])[CH3:2].Cl[CH2:15][CH2:16][NH:17][C:18]([NH:20][C:21]1[C:30]2[C:25](=[CH:26][CH:27]=[CH:28][CH:29]=2)[N:24]=[C:23]([CH3:31])[CH:22]=1)=[O:19].C([O-])(O)=O.[Na+].[Na+].[I-]. (6) Given the product [F:13][C:2]([F:1])([C:7]1[CH:12]=[CH:11][CH:10]=[CH:9][N:8]=1)[CH2:3][NH2:4], predict the reactants needed to synthesize it. The reactants are: [F:1][C:2]([F:13])([C:7]1[CH:12]=[CH:11][CH:10]=[CH:9][N:8]=1)[CH2:3][N:4]=[N+]=[N-].[H][H]. (7) Given the product [ClH:35].[CH2:1]([O:3][C:4]1[CH:9]=[CH:8][C:7]([S:10]([N:13]2[CH2:14][CH2:15][N:16]([CH2:19][CH3:20])[CH2:17][CH2:18]2)(=[O:12])=[O:11])=[CH:6][C:5]=1[C:21]1[NH:26][C:25](=[O:27])[C:24]2=[C:28]([CH3:34])[N:29]=[C:30]([CH2:31][CH2:32][CH3:33])[N:23]2[N:22]=1)[CH3:2], predict the reactants needed to synthesize it. The reactants are: [CH2:1]([O:3][C:4]1[CH:9]=[CH:8][C:7]([S:10]([N:13]2[CH2:18][CH2:17][N:16]([CH2:19][CH3:20])[CH2:15][CH2:14]2)(=[O:12])=[O:11])=[CH:6][C:5]=1[C:21]1[NH:26][C:25](=[O:27])[C:24]2=[C:28]([CH3:34])[N:29]=[C:30]([CH2:31][CH2:32][CH3:33])[N:23]2[N:22]=1)[CH3:2].[Cl:35]CCl.Cl. (8) Given the product [F:16][C:17]1[CH:25]=[C:24]2[C:20]([C:21]([C:2]3[CH:3]=[CH:4][C:5]4[S:9](=[O:11])(=[O:10])[N:8]([CH2:12][CH2:13][OH:14])[CH2:7][C:6]=4[CH:15]=3)=[CH:22][N:23]2[C:26]([O:28][C:29]([CH3:32])([CH3:31])[CH3:30])=[O:27])=[CH:19][CH:18]=1, predict the reactants needed to synthesize it. The reactants are: Br[C:2]1[CH:3]=[CH:4][C:5]2[S:9](=[O:11])(=[O:10])[N:8]([CH2:12][CH2:13][OH:14])[CH2:7][C:6]=2[CH:15]=1.[F:16][C:17]1[CH:25]=[C:24]2[C:20]([C:21](B3OC(C)(C)C(C)(C)O3)=[CH:22][N:23]2[C:26]([O:28][C:29]([CH3:32])([CH3:31])[CH3:30])=[O:27])=[CH:19][CH:18]=1.[O-]P([O-])([O-])=O.[K+].[K+].[K+].N#N. (9) Given the product [CH2:1]1[CH:3]2[CH:4]3[CH:5]=[CH:6][CH:7]([CH:8]2[CH:10]=[CH:2]1)[CH2:9]3.[CH:1](=[C:3]1[CH2:8][CH:7]2[CH2:9][CH:4]1[CH:5]=[CH:6]2)[CH3:2], predict the reactants needed to synthesize it. The reactants are: [CH:1](=[C:3]1[CH2:8][CH:7]2[CH2:9][CH:4]1[CH:5]=[CH:6]2)[CH3:2].[CH2:10](OCCCC)CCC.[Cl-].C([Al+]CC)C. (10) Given the product [Cl:20][C:17]1[CH:18]=[CH:19][C:14]([CH:7]([NH:6][C:4]([CH2:3][NH:2][C:30]([C:27]2[CH:28]=[CH:29][C:22]3[O:21][CH2:25][CH2:24][C:23]=3[CH:26]=2)=[O:31])=[O:5])[C:8]2[CH:13]=[CH:12][CH:11]=[CH:10][CH:9]=2)=[CH:15][CH:16]=1, predict the reactants needed to synthesize it. The reactants are: Cl.[NH2:2][CH2:3][C:4]([NH:6][CH:7]([C:14]1[CH:19]=[CH:18][C:17]([Cl:20])=[CH:16][CH:15]=1)[C:8]1[CH:13]=[CH:12][CH:11]=[CH:10][CH:9]=1)=[O:5].[O:21]1[CH2:25][CH2:24][C:23]2[CH:26]=[C:27]([C:30](O)=[O:31])[CH:28]=[CH:29][C:22]1=2.